The task is: Predict the product of the given reaction.. This data is from Forward reaction prediction with 1.9M reactions from USPTO patents (1976-2016). (1) Given the reactants [CH3:1][O:2][C:3]1[CH:4]=[C:5]([CH:15](O)[CH2:16][N+:17]([O-:19])=[O:18])[CH:6]=[CH:7][C:8]=1[C:9]1[CH:14]=[CH:13][CH:12]=[CH:11][N:10]=1.C(N(CC)CC)C.CS(Cl)(=O)=O, predict the reaction product. The product is: [CH3:1][O:2][C:3]1[CH:4]=[C:5](/[CH:15]=[CH:16]\[N+:17]([O-:19])=[O:18])[CH:6]=[CH:7][C:8]=1[C:9]1[CH:14]=[CH:13][CH:12]=[CH:11][N:10]=1. (2) Given the reactants [C:1]([Si:3]([CH3:6])([CH3:5])[CH3:4])#[CH:2].Br[C:8]1[CH:13]=[CH:12][C:11]([CH2:14][CH2:15][O:16][CH3:17])=[CH:10][CH:9]=1, predict the reaction product. The product is: [CH3:17][O:16][CH2:15][CH2:14][C:11]1[CH:12]=[CH:13][C:8]([C:2]#[C:1][Si:3]([CH3:6])([CH3:5])[CH3:4])=[CH:9][CH:10]=1. (3) Given the reactants CN(C)CCC(OC(C(O)CCCCCCC/C=C\C/C=C\CCCCC)CCCCCCC/C=C\C/C=C\CCCCC)=O.[CH3:46][N:47]([CH3:91])[CH2:48][CH2:49][CH2:50][C:51]([O:53][CH:54]([CH:72]([OH:90])[CH2:73][CH2:74][CH2:75][CH2:76][CH2:77][CH2:78][CH2:79][CH:80]=[CH:81][CH2:82][CH:83]=[CH:84][CH2:85][CH2:86][CH2:87][CH2:88][CH3:89])[CH2:55][CH2:56][CH2:57][CH2:58][CH2:59][CH2:60][CH2:61][CH:62]=[CH:63][CH2:64][CH:65]=[CH:66][CH2:67][CH2:68][CH2:69][CH2:70][CH3:71])=[O:52], predict the reaction product. The product is: [CH3:91][N:47]([CH3:46])[CH2:48][CH2:49][CH2:50][C:51]([O:53][CH:54]([CH:72]([OH:90])[CH2:73][CH2:74][CH2:75][CH2:76][CH2:77][CH2:78][CH2:79]/[CH:80]=[CH:81]\[CH2:82]/[CH:83]=[CH:84]\[CH2:85][CH2:86][CH2:87][CH2:88][CH3:89])[CH2:55][CH2:56][CH2:57][CH2:58][CH2:59][CH2:60][CH2:61]/[CH:62]=[CH:63]\[CH2:64]/[CH:65]=[CH:66]\[CH2:67][CH2:68][CH2:69][CH2:70][CH3:71])=[O:52].